Dataset: Reaction yield outcomes from USPTO patents with 853,638 reactions. Task: Predict the reaction yield, written as a fraction of the theoretical maximum amount of product (1.0 means a 100% yield; for example, 0.34 means a 34% yield). (1) The reactants are [N:1]1[N:5]2[CH:6]=[CH:7][C:8]([O-:10])=[N:9][C:4]2=[CH:3][CH:2]=1.[Na+]. The catalyst is C(O)(=O)C.O. The product is [N:1]1[N:5]2[CH:6]=[CH:7][C:8](=[O:10])[NH:9][C:4]2=[CH:3][CH:2]=1. The yield is 0.850. (2) The reactants are B(Br)(Br)Br.[Cl:5][C:6]1[CH:11]=[C:10]([CH2:12][C:13]([OH:15])=[O:14])[CH:9]=[CH:8][C:7]=1[C:16]1[C:21]([F:22])=[CH:20][C:19]([O:23]C)=[CH:18][C:17]=1[F:25].[CH3:26]O. The catalyst is ClCCl. The product is [Cl:5][C:6]1[CH:11]=[C:10]([CH2:12][C:13]([O:15][CH3:26])=[O:14])[CH:9]=[CH:8][C:7]=1[C:16]1[C:21]([F:22])=[CH:20][C:19]([OH:23])=[CH:18][C:17]=1[F:25]. The yield is 1.00. (3) The catalyst is CCOCC.Cl[Pd](Cl)([P](C1C=CC=CC=1)(C1C=CC=CC=1)C1C=CC=CC=1)[P](C1C=CC=CC=1)(C1C=CC=CC=1)C1C=CC=CC=1.O.C1COCC1. The product is [O:49]1[CH:10]=[CH:9][C:8]([C:11]2[CH:16]=[CH:15][C:14]([C:17](=[C:25]3[CH2:30][C:29]([CH3:32])([CH3:31])[CH2:28][C:27]([CH3:33])([CH3:34])[CH2:26]3)[C:18]3[CH:23]=[CH:22][C:21]([OH:24])=[CH:20][CH:19]=3)=[CH:13][CH:12]=2)=[CH:7]1. The yield is 0.690. The reactants are CS(C1[CH:10]=[CH:9][C:8]([C:11]2[CH:16]=[CH:15][C:14]([C:17](=[C:25]3[CH2:30][C:29]([CH3:32])([CH3:31])[CH2:28][C:27]([CH3:34])([CH3:33])[CH2:26]3)[C:18]3[CH:23]=[CH:22][C:21]([OH:24])=[CH:20][CH:19]=3)=[CH:13][CH:12]=2)=[CH:7]C=1)(=O)=O.BrC1C=CC(C(=C2CC(C)(C)CC(C)(C)C2)C2C=CC([OH:49])=CC=2)=CC=1.O1C=CC(B(O)O)=C1.C([O-])([O-])=O.[Na+].[Na+]. (4) The reactants are [CH3:1][O:2][C:3]1[C:12]([O:13][CH2:14][C:15]2[CH:20]=[CH:19][CH:18]=[CH:17][CH:16]=2)=[C:11]2[C:6]([CH:7]=[CH:8][CH:9]=[N:10]2)=[CH:5][CH:4]=1.ClC1C=CC=C(C(OO)=[O:29])C=1. The catalyst is C(Cl)Cl. The product is [CH3:1][O:2][C:3]1[C:12]([O:13][CH2:14][C:15]2[CH:20]=[CH:19][CH:18]=[CH:17][CH:16]=2)=[C:11]2[C:6]([CH:7]=[CH:8][CH:9]=[N+:10]2[O-:29])=[CH:5][CH:4]=1. The yield is 0.580.